From a dataset of Peptide-MHC class I binding affinity with 185,985 pairs from IEDB/IMGT. Regression. Given a peptide amino acid sequence and an MHC pseudo amino acid sequence, predict their binding affinity value. This is MHC class I binding data. (1) The peptide sequence is CTSHGKQNV. The MHC is HLA-A26:01 with pseudo-sequence HLA-A26:01. The binding affinity (normalized) is 0. (2) The MHC is HLA-A33:01 with pseudo-sequence HLA-A33:01. The binding affinity (normalized) is 0.394. The peptide sequence is SLVENNFFTK. (3) The peptide sequence is KEGDQYIYM. The MHC is HLA-B40:01 with pseudo-sequence HLA-B40:01. The binding affinity (normalized) is 0.648. (4) The peptide sequence is GYCLTKWMI. The MHC is H-2-Kb with pseudo-sequence H-2-Kb. The binding affinity (normalized) is 0.440. (5) The peptide sequence is MLWCKDGHV. The MHC is HLA-A02:02 with pseudo-sequence HLA-A02:02. The binding affinity (normalized) is 0.784. (6) The peptide sequence is TCDWTNAGDY. The MHC is HLA-A01:01 with pseudo-sequence HLA-A01:01. The binding affinity (normalized) is 0.548.